This data is from Peptide-MHC class II binding affinity with 134,281 pairs from IEDB. The task is: Regression. Given a peptide amino acid sequence and an MHC pseudo amino acid sequence, predict their binding affinity value. This is MHC class II binding data. (1) The peptide sequence is CTNAKVTAKGVSEAN. The MHC is HLA-DQA10104-DQB10503 with pseudo-sequence HLA-DQA10104-DQB10503. The binding affinity (normalized) is 0.0449. (2) The peptide sequence is YKLGPSPKARSERPA. The MHC is DRB1_0701 with pseudo-sequence DRB1_0701. The binding affinity (normalized) is 0.0177. (3) The peptide sequence is AATQARAAAAAFEAA. The MHC is DRB1_0101 with pseudo-sequence DRB1_0101. The binding affinity (normalized) is 0.579. (4) The peptide sequence is VYYLTRDPTTPLARAAWETA. The MHC is DRB1_1101 with pseudo-sequence DRB1_1101. The binding affinity (normalized) is 0.453. (5) The peptide sequence is FDPYGATISKTPESA. The MHC is HLA-DQA10401-DQB10402 with pseudo-sequence HLA-DQA10401-DQB10402. The binding affinity (normalized) is 0.501. (6) The peptide sequence is YDKFLANVSFVLTGK. The MHC is DRB1_1001 with pseudo-sequence DRB1_1001. The binding affinity (normalized) is 0.697. (7) The peptide sequence is YMSDQLNKFVSPKSV. The MHC is DRB1_0101 with pseudo-sequence DRB1_0101. The binding affinity (normalized) is 0.440.